Dataset: NCI-60 drug combinations with 297,098 pairs across 59 cell lines. Task: Regression. Given two drug SMILES strings and cell line genomic features, predict the synergy score measuring deviation from expected non-interaction effect. (1) Drug 1: CC1=CC=C(C=C1)C2=CC(=NN2C3=CC=C(C=C3)S(=O)(=O)N)C(F)(F)F. Drug 2: CC1=C(C(=CC=C1)Cl)NC(=O)C2=CN=C(S2)NC3=CC(=NC(=N3)C)N4CCN(CC4)CCO. Cell line: 786-0. Synergy scores: CSS=4.95, Synergy_ZIP=1.25, Synergy_Bliss=9.46, Synergy_Loewe=4.22, Synergy_HSA=4.81. (2) Drug 1: CN(C)C1=NC(=NC(=N1)N(C)C)N(C)C. Drug 2: C1=CN(C=N1)CC(O)(P(=O)(O)O)P(=O)(O)O. Cell line: RPMI-8226. Synergy scores: CSS=-6.04, Synergy_ZIP=6.64, Synergy_Bliss=3.85, Synergy_Loewe=-4.31, Synergy_HSA=-6.08.